This data is from Peptide-MHC class I binding affinity with 185,985 pairs from IEDB/IMGT. The task is: Regression. Given a peptide amino acid sequence and an MHC pseudo amino acid sequence, predict their binding affinity value. This is MHC class I binding data. (1) The peptide sequence is EMKEAFHGL. The MHC is HLA-B08:02 with pseudo-sequence HLA-B08:02. The binding affinity (normalized) is 0.282. (2) The peptide sequence is VIPDELIDVL. The MHC is HLA-A68:02 with pseudo-sequence HLA-A68:02. The binding affinity (normalized) is 0.156. (3) The peptide sequence is PSTDVNKQNK. The MHC is HLA-A11:01 with pseudo-sequence HLA-A11:01. The binding affinity (normalized) is 0.243.